Task: Predict the product of the given reaction.. Dataset: Forward reaction prediction with 1.9M reactions from USPTO patents (1976-2016) (1) Given the reactants [N:1]([C@H:4]1[C@@H:8]([CH3:9])[O:7][C@@H:6]([N:10]2[CH:18]=[N:17][C:16]3[C:11]2=[N:12][C:13]([O:20][CH:21]2[CH2:25][CH2:24][CH2:23][CH2:22]2)=[N:14][C:15]=3[NH2:19])[C@@H:5]1[OH:26])=[N+:2]=[N-:3].[C:27]([O:31][CH3:32])(=[O:30])[C:28]#[CH:29], predict the reaction product. The product is: [CH:21]1([O:20][C:13]2[N:12]=[C:11]3[C:16]([N:17]=[CH:18][N:10]3[C@@H:6]3[O:7][C@H:8]([CH3:9])[C@H:4]([N:1]4[CH:29]=[C:28]([C:27]([O:31][CH3:32])=[O:30])[N:3]=[N:2]4)[C@H:5]3[OH:26])=[C:15]([NH2:19])[N:14]=2)[CH2:25][CH2:24][CH2:23][CH2:22]1. (2) Given the reactants Br[C:2]1[C:7]([C:8]([F:11])([F:10])[F:9])=[CH:6][C:5]([NH:12][C:13]2[N:17]=[C:16]([NH2:18])[NH:15][N:14]=2)=[CH:4][C:3]=1[Cl:19].CN1C(C)(C)CC(SC2C=CC(B3OC(C)(C)C(C)(C)O3)=CC=2)CC1(C)C.[OH:47][CH2:48][CH2:49][NH:50][S:51]([C:54]1[CH:59]=[C:58](B2OC(C)(C)C(C)(C)O2)[CH:57]=[CH:56][C:55]=1[O:69][CH3:70])(=[O:53])=[O:52].C([O-])([O-])=O.[K+].[K+], predict the reaction product. The product is: [NH2:18][C:16]1[NH:15][N:14]=[C:13]([NH:12][C:5]2[CH:6]=[C:7]([C:8]([F:11])([F:10])[F:9])[C:2]([C:58]3[CH:57]=[CH:56][C:55]([O:69][CH3:70])=[C:54]([S:51]([NH:50][CH2:49][CH2:48][OH:47])(=[O:52])=[O:53])[CH:59]=3)=[C:3]([Cl:19])[CH:4]=2)[N:17]=1. (3) Given the reactants [Br:1][C:2]1[C:3]([Cl:9])=[N:4][CH:5]=[CH:6][C:7]=1I.[C:10]([C:12]1[CH:17]=[CH:16][C:15](B(O)O)=[CH:14][CH:13]=1)#[N:11].C([O-])([O-])=O.[Na+].[Na+].C1(C)C=CC=CC=1, predict the reaction product. The product is: [Br:1][C:2]1[C:3]([Cl:9])=[N:4][CH:5]=[CH:6][C:7]=1[C:15]1[CH:16]=[CH:17][C:12]([C:10]#[N:11])=[CH:13][CH:14]=1.